This data is from Clinical trial toxicity outcomes and FDA approval status for drugs. The task is: Regression/Classification. Given a drug SMILES string, predict its toxicity properties. Task type varies by dataset: regression for continuous values (e.g., LD50, hERG inhibition percentage) or binary classification for toxic/non-toxic outcomes (e.g., AMES mutagenicity, cardiotoxicity, hepatotoxicity). Dataset: clintox. The molecule is C[C@H]1C[C@H]2[C@@H]3CCC4=CC(=O)C=C[C@]4(C)[C@@]3(F)[C@@H](O)C[C@]2(C)[C@@]1(O)C(=O)CO. The result is 0 (passed clinical trial).